The task is: Predict the product of the given reaction.. This data is from Forward reaction prediction with 1.9M reactions from USPTO patents (1976-2016). Given the reactants [H-].[Na+].C(OP([CH:11]([CH3:17])[C:12]([O:14][CH2:15][CH3:16])=[O:13])(OCC)=O)C.[N:18]1[CH:23]=[CH:22][CH:21]=[CH:20][C:19]=1[CH:24]=O.O, predict the reaction product. The product is: [CH3:17][C:11](=[CH:24][C:19]1[CH:20]=[CH:21][CH:22]=[CH:23][N:18]=1)[C:12]([O:14][CH2:15][CH3:16])=[O:13].